Predict the product of the given reaction. From a dataset of Forward reaction prediction with 1.9M reactions from USPTO patents (1976-2016). (1) Given the reactants [F:1][C:2]1[C:3]([N+:12]([O-])=O)=[C:4]([CH2:8][C:9](O)=[O:10])[CH:5]=[CH:6][CH:7]=1, predict the reaction product. The product is: [F:1][C:2]1[CH:7]=[CH:6][CH:5]=[C:4]2[C:3]=1[NH:12][C:9](=[O:10])[CH2:8]2. (2) Given the reactants CC([N:5]([C@@H:9]([C:14]([NH:16][C:17]1[CH:18]=[N:19][C:20]([O:23][C:24]2[CH:29]=[CH:28][C:27]([CH3:30])=[C:26]([O:31][CH3:32])[CH:25]=2)=[CH:21][CH:22]=1)=[O:15])[C:10]([CH3:13])([CH3:12])[CH3:11])C(=O)[O-])(C)C.C(O)(C(F)(F)F)=O, predict the reaction product. The product is: [CH3:11][C:10]([CH3:13])([CH3:12])[C@H:9]([C:14]([NH:16][C:17]1[CH:18]=[N:19][C:20]([O:23][C:24]2[CH:29]=[CH:28][C:27]([CH3:30])=[C:26]([O:31][CH3:32])[CH:25]=2)=[CH:21][CH:22]=1)=[O:15])[NH2:5]. (3) Given the reactants [CH2:1]([O:3][C:4]([C:6]1[C:14]2[C:9](=[CH:10][CH:11]=[C:12]([O:15][C:16]3[CH:21]=[CH:20][C:19]([C:22]([F:25])([F:24])[F:23])=[CH:18][CH:17]=3)[CH:13]=2)[N:8]([C:26]2[CH:31]=[CH:30][C:29]([O:32][CH:33]([CH3:35])[CH3:34])=[CH:28][CH:27]=2)[C:7]=1[CH2:36][C:37]([O:39]CC)=[O:38])=[O:5])[CH3:2].[OH-].[Na+], predict the reaction product. The product is: [CH2:1]([O:3][C:4]([C:6]1[C:14]2[C:9](=[CH:10][CH:11]=[C:12]([O:15][C:16]3[CH:17]=[CH:18][C:19]([C:22]([F:25])([F:23])[F:24])=[CH:20][CH:21]=3)[CH:13]=2)[N:8]([C:26]2[CH:27]=[CH:28][C:29]([O:32][CH:33]([CH3:35])[CH3:34])=[CH:30][CH:31]=2)[C:7]=1[CH2:36][C:37]([OH:39])=[O:38])=[O:5])[CH3:2]. (4) Given the reactants [NH2:1][C@H:2]1[CH2:7][CH2:6][CH2:5][CH2:4][C@H:3]1[OH:8].C(N(CC)CC)C.[F:16][C:17]1[CH:18]=[N:19][C:20]([O:26][C:27]2[CH:32]=[CH:31][CH:30]=[C:29]([S:33][CH3:34])[CH:28]=2)=[C:21]([CH:25]=1)[C:22](O)=[O:23].Cl.CN(C)CCCN=C=NCC.ON1C2C=CC=CC=2N=N1, predict the reaction product. The product is: [F:16][C:17]1[CH:18]=[N:19][C:20]([O:26][C:27]2[CH:32]=[CH:31][CH:30]=[C:29]([S:33][CH3:34])[CH:28]=2)=[C:21]([CH:25]=1)[C:22]([NH:1][C@@H:2]1[CH2:7][CH2:6][CH2:5][CH2:4][C@@H:3]1[OH:8])=[O:23].